This data is from Forward reaction prediction with 1.9M reactions from USPTO patents (1976-2016). The task is: Predict the product of the given reaction. (1) Given the reactants CON(C)[C:4]([C:6]1[CH:11]=[CH:10][N:9]=[C:8]([CH2:12][NH:13][C:14]([C:16]2[CH:25]=[C:24]([CH3:26])[C:23]3[C:18](=[C:19]([C:30]([F:33])([F:32])[F:31])[CH:20]=[C:21]([CH:27]4[CH2:29][CH2:28]4)[CH:22]=3)[N:17]=2)=[O:15])[CH:7]=1)=[O:5].CN1CCOCC1.ClC(OCC(C)C)=O.[NH4+].[OH-].Cl, predict the reaction product. The product is: [CH:4]([C:6]1[CH:11]=[CH:10][N:9]=[C:8]([CH2:12][NH:13][C:14]([C:16]2[CH:25]=[C:24]([CH3:26])[C:23]3[C:18](=[C:19]([C:30]([F:32])([F:33])[F:31])[CH:20]=[C:21]([CH:27]4[CH2:28][CH2:29]4)[CH:22]=3)[N:17]=2)=[O:15])[CH:7]=1)=[O:5]. (2) Given the reactants Br[C:2]1[N:10]([CH2:11][C@H:12]2[CH2:17][CH2:16][C@H:15]([CH3:18])[CH2:14][CH2:13]2)[C:9]2[C:4](=[N:5][C:6]([Cl:26])=[N:7][C:8]=2[C:19]2[CH:24]=[CH:23][CH:22]=[C:21]([Cl:25])[CH:20]=2)[N:3]=1.[CH3:27][C@H:28]1[CH2:33][O:32][CH2:31][CH2:30][NH:29]1.[F-].[K+], predict the reaction product. The product is: [Cl:26][C:6]1[N:5]=[C:4]2[C:9]([N:10]([CH2:11][C@H:12]3[CH2:17][CH2:16][C@H:15]([CH3:18])[CH2:14][CH2:13]3)[C:2]([N:29]3[CH2:30][CH2:31][O:32][CH2:33][C@@H:28]3[CH3:27])=[N:3]2)=[C:8]([C:19]2[CH:24]=[CH:23][CH:22]=[C:21]([Cl:25])[CH:20]=2)[N:7]=1.